From a dataset of Full USPTO retrosynthesis dataset with 1.9M reactions from patents (1976-2016). Predict the reactants needed to synthesize the given product. (1) Given the product [CH2:23]([O:25][C:26](=[O:27])[C:28]([O:30][C:31]1[CH:39]=[C:38]([O:40][CH3:41])[CH:37]=[C:33]([C:34](=[O:36])[N:11]([CH2:10][C:9]2[C:4]([CH:1]3[CH2:3][CH2:2]3)=[N:5][C:6]([C:13]3[CH:18]=[CH:17][C:16]([C:19]([F:22])([F:21])[F:20])=[CH:15][CH:14]=3)=[N:7][CH:8]=2)[CH3:12])[CH:32]=1)([CH3:29])[CH3:42])[CH3:24], predict the reactants needed to synthesize it. The reactants are: [CH:1]1([C:4]2[C:9]([CH2:10][NH:11][CH3:12])=[CH:8][N:7]=[C:6]([C:13]3[CH:18]=[CH:17][C:16]([C:19]([F:22])([F:21])[F:20])=[CH:15][CH:14]=3)[N:5]=2)[CH2:3][CH2:2]1.[CH2:23]([O:25][C:26]([C:28]([CH3:42])([O:30][C:31]1[CH:32]=[C:33]([CH:37]=[C:38]([O:40][CH3:41])[CH:39]=1)[C:34]([OH:36])=O)[CH3:29])=[O:27])[CH3:24].OC1C=C(C=C(OC)C=1)C=O.C(CC(Br)(C)C([O-])=O)C.Cl([O-])=O.[Na+]. (2) Given the product [N:1]([CH2:4][CH2:5][O:6][CH2:7][CH2:8][O:9][CH2:10][CH2:11][O:12][CH2:13][CH2:14][N:15]1[C:16](=[O:21])[N:17]=[N:18][C:19]1=[O:20])=[N+:2]=[N-:3], predict the reactants needed to synthesize it. The reactants are: [N:1]([CH2:4][CH2:5][O:6][CH2:7][CH2:8][O:9][CH2:10][CH2:11][O:12][CH2:13][CH2:14][N:15]1[C:19](=[O:20])[NH:18][NH:17][C:16]1=[O:21])=[N+:2]=[N-:3]. (3) Given the product [N:1]1[CH:6]=[CH:5][N:4]=[CH:3][C:2]=1[C:7]([O:9][CH2:10][CH2:11][CH2:12][CH2:13][CH2:14][CH2:15][CH2:16][CH2:17][CH2:18][CH2:19][CH2:20][CH2:21][CH2:22][CH2:23][CH2:24][CH3:25])=[O:8], predict the reactants needed to synthesize it. The reactants are: [N:1]1[CH:6]=[CH:5][N:4]=[CH:3][C:2]=1[C:7]([O:9][CH2:10][CH2:11][CH2:12][CH2:13][CH2:14][CH2:15][CH2:16][CH2:17][CH2:18][CH2:19][CH2:20][CH3:21])=[O:8].[CH2:22](O)[CH2:23][CH2:24][CH2:25][CH2:22][CH2:23][CH2:24][CH2:25][CH2:22][CH2:23][CH2:24][CH2:25][CH2:22][CH2:23][CH2:24][CH3:25]. (4) Given the product [CH2:1]([C@@H:8]1[CH2:12][O:11][C:10](=[O:13])[N:9]1[C:19](=[O:22])[CH2:20][CH2:21][C:26]1[CH:30]=[CH:15][C:16]([CH3:17])=[CH:28][CH:27]=1)[C:2]1[CH:3]=[CH:4][CH:5]=[CH:6][CH:7]=1, predict the reactants needed to synthesize it. The reactants are: [CH2:1]([C@@H:8]1[CH2:12][O:11][C:10](=[O:13])[NH:9]1)[C:2]1[CH:7]=[CH:6][CH:5]=[CH:4][CH:3]=1.[Li][CH2:15][CH2:16][CH2:17]C.[C:19](Cl)(=[O:22])[CH2:20][CH3:21].[Cl-].[NH4+].[CH2:26]1[CH2:30]O[CH2:28][CH2:27]1. (5) Given the product [Br:1][C:2]1[C:3]([N:9]2[CH2:15][CH:14]([OH:16])[CH2:13][N:12]([C:22]([O:21][C:18]([CH3:20])([CH3:19])[CH3:17])=[O:23])[CH2:11][CH2:10]2)=[N:4][C:5]([I:8])=[CH:6][CH:7]=1, predict the reactants needed to synthesize it. The reactants are: [Br:1][C:2]1[C:3]([N:9]2[CH2:15][CH:14]([OH:16])[CH2:13][NH:12][CH2:11][CH2:10]2)=[N:4][C:5]([I:8])=[CH:6][CH:7]=1.[CH3:17][C:18]([O:21][C:22](O[C:22]([O:21][C:18]([CH3:20])([CH3:19])[CH3:17])=[O:23])=[O:23])([CH3:20])[CH3:19]. (6) Given the product [C:1]1([CH2:7][CH2:8][CH2:9][CH:10]([CH2:23][CH2:22][CH2:21][C:15]2[CH:20]=[CH:19][CH:18]=[CH:17][CH:16]=2)[C:11]([O:13][CH3:14])=[O:12])[CH:6]=[CH:5][CH:4]=[CH:3][CH:2]=1, predict the reactants needed to synthesize it. The reactants are: [C:1]1([CH2:7][CH2:8][CH2:9][CH2:10][C:11]([O:13][CH3:14])=[O:12])[CH:6]=[CH:5][CH:4]=[CH:3][CH:2]=1.[C:15]1([CH2:21][CH2:22][CH2:23]I)[CH:20]=[CH:19][CH:18]=[CH:17][CH:16]=1. (7) Given the product [NH2:1][C:2]1[N:7]([C:8]2[CH:9]=[CH:10][C:11]([NH2:14])=[CH:12][CH:13]=2)[CH2:6][N:5]=[C:4]2[S:17][CH:18]=[CH:19][C:3]=12, predict the reactants needed to synthesize it. The reactants are: [NH2:1][C:2]1[N:7]([C:8]2[CH:13]=[CH:12][C:11]([N+:14]([O-])=O)=[CH:10][CH:9]=2)[CH2:6][N:5]=[C:4]2[S:17][CH:18]=[CH:19][C:3]=12.Cl.[Sn].[OH-].[NH4+]. (8) Given the product [C:1]([C:9]1[CH:19]=[CH:18][C:12]([O:13][CH2:14][CH:15]([OH:22])[CH2:17][OH:16])=[CH:11][CH:10]=1)(=[O:8])[C:2]1[CH:7]=[CH:6][CH:5]=[CH:4][CH:3]=1, predict the reactants needed to synthesize it. The reactants are: [C:1]([C:9]1[CH:19]=[CH:18][C:12]([O:13][CH2:14][CH:15]2[CH2:17][O:16]2)=[CH:11][CH:10]=1)(=[O:8])[C:2]1[CH:7]=[CH:6][CH:5]=[CH:4][CH:3]=1.O.Cl(O)(=O)(=O)=[O:22].FC(F)(F)C(O)=O. (9) Given the product [C:28]([C:2]1[C:11]2[C:6](=[CH:7][C:8]([O:12][C:13]3[CH:18]=[CH:17][CH:16]=[CH:15][C:14]=3[CH3:19])=[CH:9][CH:10]=2)[C:5]([OH:20])=[C:4]([C:21]([O:23][CH2:24][CH2:25][CH2:26][CH3:27])=[O:22])[N:3]=1)#[N:29], predict the reactants needed to synthesize it. The reactants are: Br[C:2]1[C:11]2[C:6](=[CH:7][C:8]([O:12][C:13]3[CH:18]=[CH:17][CH:16]=[CH:15][C:14]=3[CH3:19])=[CH:9][CH:10]=2)[C:5]([OH:20])=[C:4]([C:21]([O:23][CH2:24][CH2:25][CH2:26][CH3:27])=[O:22])[N:3]=1.[C:28]([Cu])#[N:29].C(Cl)Cl.